Dataset: Forward reaction prediction with 1.9M reactions from USPTO patents (1976-2016). Task: Predict the product of the given reaction. (1) Given the reactants FC(F)(F)S(O[C:7]1[C:8]([F:21])([F:20])[CH2:9][N:10]([CH2:13][C:14]2[CH:19]=[CH:18][CH:17]=[CH:16][CH:15]=2)[CH2:11][CH:12]=1)(=O)=O.[OH:24][C:25]1[CH:30]=[CH:29][C:28](B(O)O)=[CH:27][CH:26]=1.C(=O)([O-])[O-].[Na+].[Na+].O, predict the reaction product. The product is: [CH2:13]([N:10]1[CH2:11][CH:12]=[C:7]([C:28]2[CH:29]=[CH:30][C:25]([OH:24])=[CH:26][CH:27]=2)[C:8]([F:21])([F:20])[CH2:9]1)[C:14]1[CH:19]=[CH:18][CH:17]=[CH:16][CH:15]=1. (2) Given the reactants [F:1][C:2]1[CH:3]=[N:4][C:5]2[C:10]([C:11]=1[CH2:12][C:13]([C:16]13[CH2:23][CH2:22][C:19]([NH:24]C(=O)OC(C)(C)C)([CH2:20][CH2:21]1)[CH2:18][O:17]3)([OH:15])[CH3:14])=[N:9][C:8]([O:32][CH3:33])=[CH:7][CH:6]=2.FC(F)(F)C(O)=O, predict the reaction product. The product is: [NH2:24][C:19]12[CH2:22][CH2:23][C:16]([C:13]([OH:15])([CH3:14])[CH2:12][C:11]3[C:10]4[C:5](=[CH:6][CH:7]=[C:8]([O:32][CH3:33])[N:9]=4)[N:4]=[CH:3][C:2]=3[F:1])([CH2:21][CH2:20]1)[O:17][CH2:18]2.